This data is from Full USPTO retrosynthesis dataset with 1.9M reactions from patents (1976-2016). The task is: Predict the reactants needed to synthesize the given product. (1) Given the product [Cl:1][C:2]1[CH:3]=[CH:4][C:5]([N:16]2[CH:20]=[CH:19][N:18]=[N:17]2)=[C:6]([C:8]2[N:13]=[CH:12][N:11]=[C:10]([OH:14])[C:9]=2[CH3:15])[CH:7]=1, predict the reactants needed to synthesize it. The reactants are: [Cl:1][C:2]1[CH:3]=[CH:4][C:5]([N:16]2[CH:20]=[C:19]([Si](C)(C)C)[N:18]=[N:17]2)=[C:6]([C:8]2[N:13]=[CH:12][N:11]=[C:10]([OH:14])[C:9]=2[CH3:15])[CH:7]=1.CCCC[N+](CCCC)(CCCC)CCCC.[F-]. (2) Given the product [ClH:12].[Cl:12][C:11]1[CH:7]=[C:3]([C:4]([NH2:6])=[O:5])[C:1](=[NH:2])[N:24]([CH2:23][C:21]2[CH:22]=[C:17]([F:16])[CH:18]=[CH:19][C:20]=2[S:25]([N:28]2[CH2:33][CH2:32][O:31][CH2:30][CH2:29]2)(=[O:27])=[O:26])[CH:10]=1, predict the reactants needed to synthesize it. The reactants are: [C:1]([CH:3]([CH:7]1[C:11]([Cl:12])=[C:10](Cl)C(=O)O1)[C:4]([NH2:6])=[O:5])#[N:2].Cl.[F:16][C:17]1[CH:18]=[CH:19][C:20]([S:25]([N:28]2[CH2:33][CH2:32][O:31][CH2:30][CH2:29]2)(=[O:27])=[O:26])=[C:21]([CH2:23][NH2:24])[CH:22]=1.C(N(CC)CC)C. (3) Given the product [CH:3]1([O:9][CH2:10][C:11]([OH:13])=[O:12])[CH2:8][CH2:7][CH2:6][CH2:5][CH2:4]1, predict the reactants needed to synthesize it. The reactants are: [OH-].[Na+].[CH:3]1([O:9][CH2:10][C:11]([O:13]CC)=[O:12])[CH2:8][CH2:7][CH2:6][CH2:5][CH2:4]1.Cl. (4) Given the product [C:7]([S:8][CH2:22][C:23]([O:25][CH2:26][CH3:27])=[O:24])([C:1]1[CH:2]=[CH:3][CH:4]=[CH:5][CH:6]=1)([C:9]1[CH:10]=[CH:11][CH:12]=[CH:13][CH:14]=1)[C:15]1[CH:16]=[CH:17][CH:18]=[CH:19][CH:20]=1, predict the reactants needed to synthesize it. The reactants are: [C:1]1([C:7]([C:15]2[CH:20]=[CH:19][CH:18]=[CH:17][CH:16]=2)([C:9]2[CH:14]=[CH:13][CH:12]=[CH:11][CH:10]=2)[SH:8])[CH:6]=[CH:5][CH:4]=[CH:3][CH:2]=1.Br[CH2:22][C:23]([O:25][CH2:26][CH3:27])=[O:24].C(N(C(C)C)CC)(C)C.CN(C)C=O. (5) The reactants are: Br[C:2]1[CH:3]=[C:4]2[C:9](=[CH:10][CH:11]=1)[N:8]=[CH:7][C:6]([C:12](=[O:16])[CH2:13][CH2:14][CH3:15])=[C:5]2[NH:17][C:18]1[CH:23]=[CH:22][C:21]([CH2:24][N:25]([CH3:27])[CH3:26])=[CH:20][CH:19]=1.[Cl:28][C:29]1[CH:34]=[C:33](B2OC(C)(C)C(C)(C)O2)[CH:32]=[C:31]([F:44])[C:30]=1[OH:45]. Given the product [Cl:28][C:29]1[CH:34]=[C:33]([C:2]2[CH:3]=[C:4]3[C:9](=[CH:10][CH:11]=2)[N:8]=[CH:7][C:6]([C:12](=[O:16])[CH2:13][CH2:14][CH3:15])=[C:5]3[NH:17][C:18]2[CH:23]=[CH:22][C:21]([CH2:24][N:25]([CH3:26])[CH3:27])=[CH:20][CH:19]=2)[CH:32]=[C:31]([F:44])[C:30]=1[OH:45], predict the reactants needed to synthesize it.